From a dataset of Cav3 T-type calcium channel HTS with 100,875 compounds. Binary Classification. Given a drug SMILES string, predict its activity (active/inactive) in a high-throughput screening assay against a specified biological target. The compound is Clc1ncccc1C(=O)Nc1c(N2CCCC2)cccc1. The result is 0 (inactive).